From a dataset of Full USPTO retrosynthesis dataset with 1.9M reactions from patents (1976-2016). Predict the reactants needed to synthesize the given product. (1) Given the product [CH2:26]([N:33]1[C:2]2[C:3](=[CH:14][CH:15]=[C:16]([OH:18])[CH:17]=2)[C:4]([C:6]2[CH:11]=[CH:10][C:9]([OH:12])=[CH:8][C:7]=2[OH:13])=[N:34]1)[C:27]1[CH:32]=[CH:31][CH:30]=[CH:29][CH:28]=1, predict the reactants needed to synthesize it. The reactants are: O[C:2]1[CH:17]=[C:16]([OH:18])[CH:15]=[CH:14][C:3]=1[C:4]([C:6]1[CH:11]=[CH:10][C:9]([OH:12])=[CH:8][C:7]=1[OH:13])=O.C([O-])(=O)C.[Na+].Cl.Cl.[CH2:26]([NH:33][NH2:34])[C:27]1[CH:32]=[CH:31][CH:30]=[CH:29][CH:28]=1. (2) Given the product [CH3:29][N:2]([CH3:1])[C:3]([N:5]1[CH2:10][CH:9]=[C:8]([C:11]2[NH:28][C:14]3[N:15]=[CH:16][N:17]=[C:18]([C:19]4[CH:24]=[CH:23][C:22]([F:30])=[C:21]([NH2:26])[CH:20]=4)[C:13]=3[CH:12]=2)[CH2:7][CH2:6]1)=[O:4], predict the reactants needed to synthesize it. The reactants are: [CH3:1][N:2]([CH3:29])[C:3]([N:5]1[CH2:10][CH:9]=[C:8]([C:11]2[NH:28][C:14]3[N:15]=[CH:16][N:17]=[C:18]([C:19]4[CH:24]=[C:23](F)[CH:22]=[C:21]([NH2:26])[C:20]=4C)[C:13]=3[CH:12]=2)[CH2:7][CH2:6]1)=[O:4].[F:30]C1C=C(B2OC(C)(C)C(C)(C)O2)C(C)=C(C=1)N.